Dataset: Full USPTO retrosynthesis dataset with 1.9M reactions from patents (1976-2016). Task: Predict the reactants needed to synthesize the given product. (1) The reactants are: [Br:1][C:2]1[C:3]([N:17]([CH3:22])[S:18]([CH3:21])(=[O:20])=[O:19])=[CH:4][C:5]2[O:9][C:8]([CH:10]=O)=[C:7]([C:12]([NH:14][CH3:15])=[O:13])[C:6]=2[CH:16]=1.Cl.[NH2:24][OH:25].N1C=CC=CC=1. Given the product [Br:1][C:2]1[C:3]([N:17]([CH3:22])[S:18]([CH3:21])(=[O:20])=[O:19])=[CH:4][C:5]2[O:9][C:8]([CH:10]=[N:24][OH:25])=[C:7]([C:12]([NH:14][CH3:15])=[O:13])[C:6]=2[CH:16]=1, predict the reactants needed to synthesize it. (2) Given the product [Cl:22][C:23]1[CH:24]=[C:25]([NH:26][C:2]2[C:3]3[C:10]4[CH2:11][CH2:12][NH:13][CH2:14][C:9]=4[S:8][C:4]=3[N:5]=[CH:6][N:7]=2)[CH:27]=[CH:28][C:29]=1[Cl:30], predict the reactants needed to synthesize it. The reactants are: Cl[C:2]1[C:3]2[C:10]3[CH2:11][CH2:12][N:13](C(OC(C)(C)C)=O)[CH2:14][C:9]=3[S:8][C:4]=2[N:5]=[CH:6][N:7]=1.[Cl:22][C:23]1[CH:24]=[C:25]([CH:27]=[CH:28][C:29]=1[Cl:30])[NH2:26].O1CCOCC1. (3) Given the product [CH3:12][C:4]1[C:3]([OH:2])=[CH:11][CH:10]=[C:9]2[C:5]=1[CH:6]=[CH:7][NH:8]2, predict the reactants needed to synthesize it. The reactants are: C[O:2][C:3]1[C:4]([CH3:12])=[C:5]2[C:9](=[CH:10][CH:11]=1)[NH:8][CH:7]=[CH:6]2.[Cl-].[Cl-].[Cl-].[Al+3].C(S)C.C([O-])(O)=O.[Na+]. (4) The reactants are: [C:1]([O:5][C:6]([N:8]([CH2:54][CH2:55][N:56]([CH3:58])[CH3:57])[CH2:9][C:10]([C@H:12]1[C@@H:16]2[C@@H:17]3[C@@:30]([CH3:33])([CH2:31][CH2:32][C@@:15]2([C:51](O)=[O:52])[CH2:14][CH2:13]1)[C@@:29]1([CH3:34])[C@@H:20]([C@:21]2([CH3:50])[C@@H:26]([CH2:27][CH2:28]1)[C:25]([CH3:36])([CH3:35])[C:24]([C:37]1[CH:42]=[CH:41][C:40]([C:43]([O:45][C:46]([CH3:49])([CH3:48])[CH3:47])=[O:44])=[CH:39][CH:38]=1)=[CH:23][CH2:22]2)[CH2:19][CH2:18]3)=[CH2:11])=[O:7])([CH3:4])([CH3:3])[CH3:2].C(Cl)(=O)C(Cl)=O.CCN(C(C)C)C(C)C.Cl.[NH2:75][CH2:76][CH2:77][C:78]([O:80][CH2:81][CH3:82])=[O:79]. Given the product [C:1]([O:5][C:6]([N:8]([CH2:54][CH2:55][N:56]([CH3:57])[CH3:58])[CH2:9][C:10]([C@H:12]1[C@@H:16]2[C@@H:17]3[C@@:30]([CH3:33])([CH2:31][CH2:32][C@@:15]2([C:51](=[O:52])[NH:75][CH2:76][CH2:77][C:78]([O:80][CH2:81][CH3:82])=[O:79])[CH2:14][CH2:13]1)[C@@:29]1([CH3:34])[C@@H:20]([C@:21]2([CH3:50])[C@@H:26]([CH2:27][CH2:28]1)[C:25]([CH3:36])([CH3:35])[C:24]([C:37]1[CH:42]=[CH:41][C:40]([C:43]([O:45][C:46]([CH3:47])([CH3:48])[CH3:49])=[O:44])=[CH:39][CH:38]=1)=[CH:23][CH2:22]2)[CH2:19][CH2:18]3)=[CH2:11])=[O:7])([CH3:2])([CH3:3])[CH3:4], predict the reactants needed to synthesize it. (5) Given the product [CH3:32][N:33]([CH3:34])[C:2]1[N:7]=[CH:6][C:5]([C:8]2[CH:9]=[C:10]([CH:14]([CH3:31])[C:15]([NH:17][C:18]3[CH:23]=[CH:22][C:21]([C:24]4[CH:29]=[CH:28][N:27]=[C:26]([CH3:30])[CH:25]=4)=[CH:20][CH:19]=3)=[O:16])[CH:11]=[CH:12][CH:13]=2)=[CH:4][CH:3]=1, predict the reactants needed to synthesize it. The reactants are: F[C:2]1[N:7]=[CH:6][C:5]([C:8]2[CH:9]=[C:10]([CH:14]([CH3:31])[C:15]([NH:17][C:18]3[CH:23]=[CH:22][C:21]([C:24]4[CH:29]=[CH:28][N:27]=[C:26]([CH3:30])[CH:25]=4)=[CH:20][CH:19]=3)=[O:16])[CH:11]=[CH:12][CH:13]=2)=[CH:4][CH:3]=1.[CH3:32][NH:33][CH3:34].CO.